The task is: Predict the reaction yield, written as a fraction of the theoretical maximum amount of product (1.0 means a 100% yield; for example, 0.34 means a 34% yield).. This data is from Reaction yield outcomes from USPTO patents with 853,638 reactions. (1) The reactants are Cl.[OH:2][CH:3]([C:17]1[C:26]2[C:21](=[CH:22][CH:23]=[CH:24][CH:25]=2)[CH:20]=[CH:19][CH:18]=1)[CH:4]([NH2:16])[CH2:5][C:6]1[CH:11]=[CH:10][C:9]([C:12]([F:15])([F:14])[F:13])=[CH:8][CH:7]=1.[CH:27]1[C:36]2[C:31](=[CH:32][CH:33]=[CH:34][CH:35]=2)[CH:30]=[CH:29][C:28]=1[C:37](Cl)=[O:38].C(=O)([O-])O.[Na+]. The catalyst is C(OCC)(=O)C.O. The product is [OH:2][CH:3]([C:17]1[C:26]2[C:21](=[CH:22][CH:23]=[CH:24][CH:25]=2)[CH:20]=[CH:19][CH:18]=1)[CH:4]([NH:16][C:37]([C:28]1[CH:29]=[CH:30][C:31]2[C:36](=[CH:35][CH:34]=[CH:33][CH:32]=2)[CH:27]=1)=[O:38])[CH2:5][C:6]1[CH:11]=[CH:10][C:9]([C:12]([F:13])([F:14])[F:15])=[CH:8][CH:7]=1. The yield is 0.820. (2) The reactants are [Cl:1][C:2]1[CH:15]=[CH:14][C:5]([CH2:6][N:7]2[CH2:12][CH2:11][CH:10]([NH2:13])[CH2:9][CH2:8]2)=[CH:4][C:3]=1[O:16][CH2:17][CH3:18].[CH3:19][C:20]1[CH:28]=[CH:27][C:23]([C:24](Cl)=[O:25])=[CH:22][CH:21]=1. No catalyst specified. The product is [Cl:1][C:2]1[CH:15]=[CH:14][C:5]([CH2:6][N:7]2[CH2:12][CH2:11][CH:10]([NH:13][C:24](=[O:25])[C:23]3[CH:27]=[CH:28][C:20]([CH3:19])=[CH:21][CH:22]=3)[CH2:9][CH2:8]2)=[CH:4][C:3]=1[O:16][CH2:17][CH3:18]. The yield is 0.560.